This data is from Full USPTO retrosynthesis dataset with 1.9M reactions from patents (1976-2016). The task is: Predict the reactants needed to synthesize the given product. (1) Given the product [CH3:40][CH:39]([CH2:42][CH2:43][CH2:44][CH2:45][CH2:46][CH2:47][CH2:48][CH2:49][CH3:50])[CH:38]=[C:12]([C:3]1[CH:4]=[CH:5][C:6]2[C:11](=[CH:10][CH:9]=[CH:8][CH:7]=2)[CH:2]=1)[CH3:13], predict the reactants needed to synthesize it. The reactants are: [Br-].[CH:2]1[C:11]2[C:6](=[CH:7][CH:8]=[CH:9][CH:10]=2)[CH:5]=[CH:4][C:3]=1[CH:12]([P+](C1C=CC=CC=1)(C1C=CC=CC=1)C1C=CC=CC=1)[CH3:13].[Li]CCCC.[CH3:38][CH:39]([CH2:42][CH2:43][CH2:44][CH2:45][CH2:46][CH2:47][CH2:48][CH2:49][CH3:50])[CH:40]=O. (2) Given the product [CH3:16][C@:17]1([CH2:18][OH:19])[CH2:29][C@@:20]1([CH3:1])[C@H:21]([C:23]1[CH:24]=[CH:25][CH:26]=[CH:27][CH:28]=1)[CH3:22], predict the reactants needed to synthesize it. The reactants are: [CH2:1]([Zn]CC)C.C1(C)C=CC=CC=1.ClCI.[CH3:16]/[C:17](=[C:20](\[CH3:29])/[CH:21]([C:23]1[CH:28]=[CH:27][CH:26]=[CH:25][CH:24]=1)[CH3:22])/[CH2:18][OH:19].S(=O)(=O)(O)O. (3) Given the product [CH3:13][O:14][C:15]1[CH:16]=[C:17]([CH:23]([CH3:1])[C:24]([O:26][CH3:27])=[O:25])[CH:18]=[CH:19][C:20]=1[O:21][CH3:22], predict the reactants needed to synthesize it. The reactants are: [CH2:1]([Li])CCC.C(NC(C)C)(C)C.[CH3:13][O:14][C:15]1[CH:16]=[C:17]([CH2:23][C:24]([O:26][CH3:27])=[O:25])[CH:18]=[CH:19][C:20]=1[O:21][CH3:22].CI.